Dataset: Forward reaction prediction with 1.9M reactions from USPTO patents (1976-2016). Task: Predict the product of the given reaction. (1) Given the reactants [I:1][C:2]1[CH:3]=[N:4][NH:5][CH:6]=1.[O:7]1[CH2:9][CH:8]1[C:10]([O:12][CH3:13])=[O:11].P([O-])([O-])([O-])=O.[K+].[K+].[K+], predict the reaction product. The product is: [OH:7][CH:8]([CH2:9][N:4]1[CH:3]=[C:2]([I:1])[CH:6]=[N:5]1)[C:10]([O:12][CH3:13])=[O:11]. (2) Given the reactants [C:1]([C:5]1[CH:23]=[C:8]2[N:9]=[C:10]([CH3:22])[C:11]([CH:14]([CH2:19][CH2:20][CH3:21])[C:15]([O:17][CH3:18])=[O:16])=[C:12](Cl)[N:7]2[N:6]=1)([CH3:4])([CH3:3])[CH3:2].[F:24][C:25]1[CH:30]=[C:29]([CH3:31])[CH:28]=[CH:27][C:26]=1B(O)O.C(N(C(C)C)CC)(C)C, predict the reaction product. The product is: [C:1]([C:5]1[CH:23]=[C:8]2[N:9]=[C:10]([CH3:22])[C:11]([CH:14]([CH2:19][CH2:20][CH3:21])[C:15]([O:17][CH3:18])=[O:16])=[C:12]([C:26]3[CH:27]=[CH:28][C:29]([CH3:31])=[CH:30][C:25]=3[F:24])[N:7]2[N:6]=1)([CH3:4])([CH3:3])[CH3:2]. (3) Given the reactants [F:1][C:2]1[CH:3]=[CH:4][C:5]([CH3:32])=[C:6]([CH:31]=1)[O:7][CH2:8][C:9]1[C:18]([C:19]2[CH:24]=[CH:23][C:22]([OH:25])=[CH:21][C:20]=2[O:26][CH3:27])=[CH:17][CH:16]=[C:15]2[C:10]=1[C:11]([CH3:30])=[CH:12][C:13]([CH3:29])([CH3:28])[NH:14]2.[C:33](N1C=CN=C1)(N1C=CN=C1)=[O:34].[CH3:45][N:46]([CH3:51])[CH2:47][CH2:48][NH:49][CH3:50], predict the reaction product. The product is: [CH3:45][N:46]([CH3:51])[CH2:47][CH2:48][N:49]([C:33]([O:25][C:22]1[CH:23]=[CH:24][C:19]([C:18]2[C:9]([CH2:8][O:7][C:6]3[CH:31]=[C:2]([F:1])[CH:3]=[CH:4][C:5]=3[CH3:32])=[C:10]3[C:15](=[CH:16][CH:17]=2)[NH:14][C:13]([CH3:28])([CH3:29])[CH:12]=[C:11]3[CH3:30])=[C:20]([O:26][CH3:27])[CH:21]=1)=[O:34])[CH3:50].